From a dataset of Full USPTO retrosynthesis dataset with 1.9M reactions from patents (1976-2016). Predict the reactants needed to synthesize the given product. (1) Given the product [C:1]([Si:5]([CH3:7])([CH3:6])[O:8][CH2:9][C:10]([B:21]1[O:25][C:24]([CH3:27])([CH3:26])[C:23]([CH3:29])([CH3:28])[O:22]1)=[CH2:11])([CH3:4])([CH3:3])[CH3:2], predict the reactants needed to synthesize it. The reactants are: [C:1]([Si:5]([O:8][CH2:9][C:10](I)=[CH2:11])([CH3:7])[CH3:6])([CH3:4])([CH3:3])[CH3:2].[O-]C1C=CC=CC=1.[K+].[B:21]1([B:21]2[O:25][C:24]([CH3:27])([CH3:26])[C:23]([CH3:29])([CH3:28])[O:22]2)[O:25][C:24]([CH3:27])([CH3:26])[C:23]([CH3:29])([CH3:28])[O:22]1.C1(P(C2C=CC=CC=2)C2C=CC=CC=2)C=CC=CC=1. (2) Given the product [C:31]1([C@H:29]([O:28][C:26]([NH:25][C:24]2[N:20]([C:17]3[CH:18]=[CH:19][C:14]([C:11]4[CH:10]=[CH:9][C:8]([CH2:5][C:3]([OH:4])=[O:2])=[CH:13][CH:12]=4)=[CH:15][CH:16]=3)[N:21]=[N:22][CH:23]=2)=[O:27])[CH3:30])[CH:32]=[CH:33][CH:34]=[CH:35][CH:36]=1, predict the reactants needed to synthesize it. The reactants are: C[O:2][C:3]([C:5]1([C:8]2[CH:13]=[CH:12][C:11]([C:14]3[CH:19]=[CH:18][C:17]([N:20]4[C:24]([NH:25][C:26]([O:28][C@@H:29]([C:31]5[CH:36]=[CH:35][CH:34]=[CH:33][CH:32]=5)[CH3:30])=[O:27])=[CH:23][N:22]=[N:21]4)=[CH:16][CH:15]=3)=[CH:10][CH:9]=2)CC1)=[O:4].C1COCC1.CO.[OH-].[Na+]. (3) Given the product [CH3:26][O:25][C:23]([C:22]1[N:21]=[C:20]([C:27]2[CH:36]=[C:35]3[C:30]([CH2:31][CH2:32][CH2:33][N:34]3[C:37]([O:39][C:40]([CH3:43])([CH3:42])[CH3:41])=[O:38])=[CH:29][CH:28]=2)[CH:19]=[CH:18][C:17]=1[O:6][S:3]([C:2]([F:15])([F:14])[F:1])(=[O:5])=[O:4])=[O:24], predict the reactants needed to synthesize it. The reactants are: [F:1][C:2]([F:15])([F:14])[S:3]([O:6]S(C(F)(F)F)(=O)=O)(=[O:5])=[O:4].O[C:17]1[CH:18]=[CH:19][C:20]([C:27]2[CH:36]=[C:35]3[C:30]([CH2:31][CH2:32][CH2:33][N:34]3[C:37]([O:39][C:40]([CH3:43])([CH3:42])[CH3:41])=[O:38])=[CH:29][CH:28]=2)=[N:21][C:22]=1[C:23]([O:25][CH3:26])=[O:24]. (4) Given the product [CH3:26][O:25][C:22]1[CH:23]=[CH:24][C:19]([CH2:18][N:1]2[CH:5]=[C:4]([C:6]([O:8][CH2:9][CH3:10])=[O:7])[CH:3]=[N:2]2)=[CH:20][CH:21]=1, predict the reactants needed to synthesize it. The reactants are: [NH:1]1[CH:5]=[C:4]([C:6]([O:8][CH2:9][CH3:10])=[O:7])[CH:3]=[N:2]1.C([O-])([O-])=O.[K+].[K+].Cl[CH2:18][C:19]1[CH:24]=[CH:23][C:22]([O:25][CH3:26])=[CH:21][CH:20]=1.CCOCC. (5) Given the product [NH2:40][C:35]1[N:34]=[C:33]([C:29]2[CH:28]=[C:27]([C:25]3[CH2:24][C:23](=[O:41])[NH:16][C:9]4[CH:10]=[C:11]([Cl:15])[C:12]([CH3:14])=[CH:13][C:8]=4[N:7]=3)[CH:32]=[CH:31][CH:30]=2)[CH:38]=[C:37]([CH3:39])[N:36]=1, predict the reactants needed to synthesize it. The reactants are: C(OC(=O)[NH:7][C:8]1[CH:13]=[C:12]([CH3:14])[C:11]([Cl:15])=[CH:10][C:9]=1[NH2:16])(C)(C)C.C(O[C:23](=[O:41])[CH2:24][C:25]([C:27]1[CH:32]=[CH:31][CH:30]=[C:29]([C:33]2[CH:38]=[C:37]([CH3:39])[N:36]=[C:35]([NH2:40])[N:34]=2)[CH:28]=1)=O)(C)(C)C.